This data is from Full USPTO retrosynthesis dataset with 1.9M reactions from patents (1976-2016). The task is: Predict the reactants needed to synthesize the given product. (1) Given the product [C:13]([O:17][C:18]([N:20]1[CH2:25][CH2:24][CH:23]([C:26]2[C:35]3[C:30](=[CH:31][C:12]([O:11][CH2:7][C:8]([N:1]4[CH2:6][CH2:5][O:4][CH2:3][CH2:2]4)=[O:9])=[CH:33][CH:34]=3)[N:29]=[CH:28][N:27]=2)[CH2:22][CH2:21]1)=[O:19])([CH3:16])([CH3:15])[CH3:14], predict the reactants needed to synthesize it. The reactants are: [NH:1]1[CH2:6][CH2:5][O:4][CH2:3][CH2:2]1.[C:7]([O:11][CH3:12])(=O)[CH2:8][OH:9].[C:13]([O:17][C:18]([N:20]1[CH2:25][CH2:24][CH:23]([C:26]2[C:35]3[C:30](=[CH:31]C(F)=[CH:33][CH:34]=3)[N:29]=[CH:28][N:27]=2)[CH2:22][CH2:21]1)=[O:19])([CH3:16])([CH3:15])[CH3:14]. (2) Given the product [C:21]([NH:1][C:2]1[C:10]2[C:5](=[CH:6][CH:7]=[C:8]([N+:11]([O-:13])=[O:12])[CH:9]=2)[N:4]([C:14]([O:16][C:17]([CH3:20])([CH3:19])[CH3:18])=[O:15])[N:3]=1)(=[O:28])[C:22]1[CH:27]=[CH:26][CH:25]=[CH:24][CH:23]=1, predict the reactants needed to synthesize it. The reactants are: [NH2:1][C:2]1[C:10]2[C:5](=[CH:6][CH:7]=[C:8]([N+:11]([O-:13])=[O:12])[CH:9]=2)[N:4]([C:14]([O:16][C:17]([CH3:20])([CH3:19])[CH3:18])=[O:15])[N:3]=1.[C:21](Cl)(=[O:28])[C:22]1[CH:27]=[CH:26][CH:25]=[CH:24][CH:23]=1.